Dataset: Forward reaction prediction with 1.9M reactions from USPTO patents (1976-2016). Task: Predict the product of the given reaction. (1) The product is: [Cl:13][CH2:11][C:9]1[O:10][C:3]([CH:2]=[O:1])=[CH:5][CH:7]=1. Given the reactants [OH:1][CH2:2][C:3]([C@H:5]([C@@H:7]([C@@H:9]([CH2:11]O)[OH:10])O)O)=O.[Cl-:13].[Mg+2].[Cl-].Cl, predict the reaction product. (2) Given the reactants [CH2:1]([C:3]1[CH:8]=[C:7]([CH3:9])[CH:6]=[C:5]([CH2:10][CH3:11])[C:4]=1[C:12](=[O:18])[C:13]([N:15]([CH3:17])[NH2:16])=[O:14])[CH3:2].[CH3:19][S:20]([CH2:22][C:23](=O)[CH3:24])=[O:21], predict the reaction product. The product is: [CH2:1]([C:3]1[CH:8]=[C:7]([CH3:9])[CH:6]=[C:5]([CH2:10][CH3:11])[C:4]=1[C:12](=[O:18])[C:13]([N:15]([CH3:17])[N:16]=[C:23]([CH3:24])[CH2:22][S:20]([CH3:19])=[O:21])=[O:14])[CH3:2]. (3) Given the reactants [CH2:1]([NH:13][C:14](=[O:45])[C:15]1[CH:20]=[C:19]([C:21]2[CH:26]=[CH:25][CH:24]=[C:23]([C:27]([F:30])([F:29])[F:28])[CH:22]=2)[C:18]([O:31][CH2:32][CH2:33][OH:34])=[C:17]([C:35]2[CH:40]=[CH:39][CH:38]=[C:37]([C:41]([F:44])([F:43])[F:42])[CH:36]=2)[CH:16]=1)[CH2:2][CH2:3][CH2:4][CH2:5][CH2:6][CH2:7][CH2:8][CH2:9][CH2:10][CH2:11][CH3:12].C[N+]1([O-])CC[O:50]CC1.OS([O-])=O.[Na+].Cl, predict the reaction product. The product is: [CH2:1]([NH:13][C:14]([C:15]1[CH:16]=[C:17]([C:35]2[CH:40]=[CH:39][CH:38]=[C:37]([C:41]([F:42])([F:43])[F:44])[CH:36]=2)[C:18]([O:31][CH2:32][C:33]([OH:50])=[O:34])=[C:19]([C:21]2[CH:26]=[CH:25][CH:24]=[C:23]([C:27]([F:29])([F:30])[F:28])[CH:22]=2)[CH:20]=1)=[O:45])[CH2:2][CH2:3][CH2:4][CH2:5][CH2:6][CH2:7][CH2:8][CH2:9][CH2:10][CH2:11][CH3:12].